The task is: Predict the reaction yield, written as a fraction of the theoretical maximum amount of product (1.0 means a 100% yield; for example, 0.34 means a 34% yield).. This data is from Reaction yield outcomes from USPTO patents with 853,638 reactions. (1) The reactants are [C:1]([C:5]1[NH:6][C:7]2[C:12]([CH:13]=1)=[C:11]([F:14])[C:10]([N+:15]([O-])=O)=[CH:9][CH:8]=2)([CH3:4])([CH3:3])[CH3:2].[BH4-].[Na+].O. The catalyst is CO.Cl[Ni]Cl. The product is [C:1]([C:5]1[NH:6][C:7]2[C:12]([CH:13]=1)=[C:11]([F:14])[C:10]([NH2:15])=[CH:9][CH:8]=2)([CH3:4])([CH3:2])[CH3:3]. The yield is 0.500. (2) The reactants are [C:1]1([C:20]2[CH:25]=[CH:24][CH:23]=[CH:22][CH:21]=2)[CH:6]=[CH:5][C:4]([CH:7]2[C:11]3[C:12]([CH3:19])=[C:13]([NH2:18])[C:14]([CH3:17])=[C:15]([CH3:16])[C:10]=3[O:9][CH2:8]2)=[CH:3][CH:2]=1.C([O:29][CH2:30][CH3:31])(=O)C. No catalyst specified. The product is [C:1]1([C:20]2[CH:21]=[CH:22][CH:23]=[CH:24][CH:25]=2)[CH:6]=[CH:5][C:4]([CH:7]2[C:11]3[C:12]([CH3:19])=[C:13]([NH:18][C:30](=[O:29])[CH2:31][C:1]([CH3:20])([CH3:6])[CH3:2])[C:14]([CH3:17])=[C:15]([CH3:16])[C:10]=3[O:9][CH2:8]2)=[CH:3][CH:2]=1. The yield is 0.710. (3) The reactants are [NH2:1][C:2]1[CH:3]=[C:4]2[C:8](=[CH:9][CH:10]=1)[NH:7][C:6](=[O:11])[CH2:5]2.[CH3:12][S:13](Cl)(=[O:15])=[O:14]. The catalyst is ClCCl. The product is [O:11]=[C:6]1[CH2:5][C:4]2[C:8](=[CH:9][CH:10]=[C:2]([NH:1][S:13]([CH3:12])(=[O:15])=[O:14])[CH:3]=2)[NH:7]1. The yield is 0.900. (4) The reactants are [N:1]1[CH:6]=[CH:5][CH:4]=[CH:3][C:2]=1[CH2:7][CH2:8][N:9]1[CH2:14][CH2:13][N:12]([C:15]([O:17][C:18]([CH3:21])([CH3:20])[CH3:19])=[O:16])[CH2:11][CH2:10]1.C([Li])CCC.[C:27]1(=[O:33])[CH2:32][CH2:31][CH2:30][CH2:29][CH2:28]1. The catalyst is O1CCCC1. The product is [OH:33][C:27]1([CH:7]([C:2]2[CH:3]=[CH:4][CH:5]=[CH:6][N:1]=2)[CH2:8][N:9]2[CH2:10][CH2:11][N:12]([C:15]([O:17][C:18]([CH3:21])([CH3:20])[CH3:19])=[O:16])[CH2:13][CH2:14]2)[CH2:32][CH2:31][CH2:30][CH2:29][CH2:28]1. The yield is 0.780. (5) The reactants are [CH3:1][CH2:2][CH:3]([N:6]1[C:10]2=[N:11][C:12]([C:15]#[C:16][Si](C)(C)C)=[CH:13][N:14]=[C:9]2[N:8]=[C:7]1[OH:21])[CH2:4][CH3:5].[F-].[K+]. The catalyst is CO.C1COCC1.O. The product is [C:15]([C:12]1[N:11]=[C:10]2[N:6]([CH:3]([CH2:4][CH3:5])[CH2:2][CH3:1])[C:7]([OH:21])=[N:8][C:9]2=[N:14][CH:13]=1)#[CH:16]. The yield is 0.370. (6) The reactants are [C:1]([O:5][C:6]([NH:8][CH:9]([C:32]([CH3:35])([CH3:34])[CH3:33])[C:10]([N:12]1[CH:16]([C:17](O)=[O:18])[CH2:15][CH:14]([O:20][C:21]([N:23]2[CH2:31][C:30]3[C:25](=[CH:26][CH:27]=[CH:28][CH:29]=3)[CH2:24]2)=[O:22])[CH2:13]1)=[O:11])=[O:7])([CH3:4])([CH3:3])[CH3:2].F[P-](F)(F)(F)(F)F.N1(O[P+](N(C)C)(N(C)C)N(C)C)C2C=CC=CC=2N=N1.C(N(C(C)C)C(C)C)C.Cl.[CH3:73][C:74]12[O:82][B:81]([CH:83]([NH2:86])[CH2:84][CH3:85])[O:80][CH:79]1[CH2:78][CH:77]1[CH2:87][CH:75]2[C:76]1([CH3:89])[CH3:88].C(O)(=O)CC(CC(O)=O)(C(O)=O)O. The yield is 0.200. The catalyst is C(Cl)Cl.C(Cl)Cl.CN(C=O)C. The product is [C:1]([O:5][C:6]([NH:8][CH:9]([C:32]([CH3:35])([CH3:34])[CH3:33])[C:10]([N:12]1[CH:16]([C:17](=[O:18])[NH:86][CH:83]([B:81]2[O:80][CH:79]3[C:74]([CH3:73])([CH:75]4[CH2:87][CH:77]([CH2:78]3)[C:76]4([CH3:88])[CH3:89])[O:82]2)[CH2:84][CH3:85])[CH2:15][CH:14]([O:20][C:21]([N:23]2[CH2:31][C:30]3[C:25](=[CH:26][CH:27]=[CH:28][CH:29]=3)[CH2:24]2)=[O:22])[CH2:13]1)=[O:11])=[O:7])([CH3:4])([CH3:3])[CH3:2].